This data is from Reaction yield outcomes from USPTO patents with 853,638 reactions. The task is: Predict the reaction yield, written as a fraction of the theoretical maximum amount of product (1.0 means a 100% yield; for example, 0.34 means a 34% yield). (1) The reactants are [C:1]([O:5][C:6]([NH:8][C@H:9]1[C@H:13]([F:14])[CH2:12][N:11](C(OCC2C=CC=CC=2)=O)[CH2:10]1)=[O:7])([CH3:4])([CH3:3])[CH3:2]. The catalyst is CO.[Pd]. The product is [F:14][C@@H:13]1[CH2:12][NH:11][CH2:10][C@H:9]1[NH:8][C:6](=[O:7])[O:5][C:1]([CH3:3])([CH3:2])[CH3:4]. The yield is 0.880. (2) The reactants are [C:1]1([S:7]([CH2:10][CH2:11][N:12]2[CH2:16][CH2:15][CH2:14][C@H:13]2[C:17]([O:19]CC2C=CC=CC=2)=[O:18])(=[O:9])=[O:8])[CH:6]=[CH:5][CH:4]=[CH:3][CH:2]=1. The catalyst is O.CO.[Pd]. The product is [C:1]1([S:7]([CH2:10][CH2:11][N:12]2[CH2:16][CH2:15][CH2:14][C@H:13]2[C:17]([OH:19])=[O:18])(=[O:9])=[O:8])[CH:2]=[CH:3][CH:4]=[CH:5][CH:6]=1. The yield is 0.950. (3) The reactants are Cl.[Cl:2][C:3]1[CH:8]=[CH:7][N:6]=[C:5]([C:9]2[CH:14]=[CH:13][CH:12]=[C:11]([Cl:15])[CH:10]=2)[CH:4]=1.[NH2:16][C:17]1[CH:22]=[CH:21][C:20]([CH2:23][C:24]([NH2:26])=[O:25])=[CH:19][CH:18]=1. No catalyst specified. The product is [ClH:2].[Cl:15][C:11]1[CH:10]=[C:9]([C:5]2[CH:4]=[C:3]([NH:16][C:17]3[CH:18]=[CH:19][C:20]([CH2:23][C:24]([NH2:26])=[O:25])=[CH:21][CH:22]=3)[CH:8]=[CH:7][N:6]=2)[CH:14]=[CH:13][CH:12]=1. The yield is 0.400. (4) The reactants are [CH2:1]([O:8][C:9]([N:11]1[CH2:15][CH2:14][CH2:13][C@H:12]1[C:16]1[N:17]=[C:18]2[C:23](Br)=[CH:22][CH:21]=[CH:20][N:19]2[CH:25]=1)=[O:10])[C:2]1[CH:7]=[CH:6][CH:5]=[CH:4][CH:3]=1.[F:26][C:27]1[CH:32]=[CH:31][CH:30]=[CH:29][C:28]=1B(O)O.C(=O)([O-])[O-].[K+].[K+]. The catalyst is [Pd].C1(P(C2C=CC=CC=2)C2C=CC=CC=2)C=CC=CC=1.C1(P(C2C=CC=CC=2)C2C=CC=CC=2)C=CC=CC=1.C1(P(C2C=CC=CC=2)C2C=CC=CC=2)C=CC=CC=1.C1(P(C2C=CC=CC=2)C2C=CC=CC=2)C=CC=CC=1. The product is [F:26][C:27]1[CH:32]=[CH:31][CH:30]=[CH:29][C:28]=1[C:23]1[C:18]2[N:19]([CH:25]=[C:16]([C@@H:12]3[CH2:13][CH2:14][CH2:15][N:11]3[C:9]([O:8][CH2:1][C:2]3[CH:7]=[CH:6][CH:5]=[CH:4][CH:3]=3)=[O:10])[N:17]=2)[CH:20]=[CH:21][CH:22]=1. The yield is 1.00. (5) The reactants are [C@@H:1]1([NH:10][C:11]2[N:16]=[CH:15][N:14]=[C:13]([NH:17][C@H:18]3[C@@H:22]4[O:23][C:24]([CH3:27])([CH3:26])[O:25][C@@H:21]4[C@@H:20]([CH2:28][OH:29])[CH2:19]3)[CH:12]=2)[C:9]2[C:4](=[CH:5][CH:6]=[CH:7][CH:8]=2)[CH2:3][CH2:2]1.CCN(CC)CC.Cl[S:38]([NH2:41])(=[O:40])=[O:39].C(#N)C. The catalyst is C(Cl)Cl. The product is [S:38](=[O:40])(=[O:39])([O:29][CH2:28][C@@H:20]1[C@@H:21]2[C@@H:22]([O:23][C:24]([CH3:26])([CH3:27])[O:25]2)[C@H:18]([NH:17][C:13]2[CH:12]=[C:11]([NH:10][C@@H:1]3[C:9]4[C:4](=[CH:5][CH:6]=[CH:7][CH:8]=4)[CH2:3][CH2:2]3)[N:16]=[CH:15][N:14]=2)[CH2:19]1)[NH2:41]. The yield is 0.540.